From a dataset of Forward reaction prediction with 1.9M reactions from USPTO patents (1976-2016). Predict the product of the given reaction. The product is: [O:35]1[C:34]2[CH:19]=[CH:16][CH:15]=[CH:14][C:13]=2[CH:18]=[C:17]1[CH:27]1[CH2:26][CH2:25][CH2:24][O:23][CH:22]1[N:12]1[C:13]2[C:18](=[CH:17][C:16]([C:19]([NH:31][CH:28]([CH3:30])[CH3:29])=[O:21])=[CH:15][CH:14]=2)[CH:10]=[N:11]1. Given the reactants O1C2C=CC=CC=2C=C1[C:10]1[C:18]2[C:13](=[CH:14][CH:15]=[C:16]([C:19]([OH:21])=O)[CH:17]=2)[N:12]([CH:22]2[CH2:27][CH2:26][CH2:25][CH2:24][O:23]2)[N:11]=1.[CH:28]([NH2:31])([CH3:30])[CH3:29].CN(C)[CH:34]=[O:35], predict the reaction product.